Dataset: Forward reaction prediction with 1.9M reactions from USPTO patents (1976-2016). Task: Predict the product of the given reaction. (1) Given the reactants O.[NH2:2][NH2:3].[CH3:4][O:5][CH:6]([CH3:12])[C:7](=O)[CH2:8][C:9]#[N:10], predict the reaction product. The product is: [NH2:10][C:9]1[NH:2][N:3]=[C:7]([CH:6]([O:5][CH3:4])[CH3:12])[CH:8]=1. (2) Given the reactants C(N)(C)(C)C.[CH3:6][C:7]([NH:10][C:11]([NH:13][C:14]1[S:15][C:16]2[CH:22]=[C:21]([C:23]([NH:25][C:26]3[C:31]([CH3:32])=[CH:30][C:29]([CH3:33])=[CH:28][C:27]=3[CH3:34])=[O:24])[CH:20]=[CH:19][C:17]=2[N:18]=1)=[O:12])([CH3:9])[CH3:8], predict the reaction product. The product is: [CH3:9][C:7]([NH:10][C:11]([NH:13][C:14]1[S:15][C:16]2[CH:22]=[C:21]([C:23]([NH:25][C:26]3[C:27]([CH3:34])=[CH:28][C:29]([CH3:33])=[CH:30][C:31]=3[CH3:32])=[O:24])[CH:20]=[CH:19][C:17]=2[N:18]=1)=[O:12])([CH3:6])[CH3:8]. (3) The product is: [C:1]([C:4]1[C:22](=[O:23])[C@@:8]2([CH3:24])[C:9]3[C:15]([OH:16])=[CH:14][C:13]([O:17][CH3:18])=[C:12]([C:19]([NH:21][CH2:36][C:35]4[C:38]([CH3:40])=[CH:39][C:32]([NH:31][C:29](=[O:30])[C:28]5[CH:42]=[CH:43][C:44]([Cl:46])=[CH:45][C:27]=5[Cl:26])=[CH:33][C:34]=4[CH3:41])=[O:20])[C:10]=3[O:11][C:7]2=[CH:6][C:5]=1[OH:25])(=[O:3])[CH3:2]. Given the reactants [C:1]([C:4]1[C:22](=[O:23])[C@@:8]2([CH3:24])[C:9]3[C:15]([OH:16])=[CH:14][C:13]([O:17][CH3:18])=[C:12]([C:19]([NH2:21])=[O:20])[C:10]=3[O:11][C:7]2=[CH:6][C:5]=1[OH:25])(=[O:3])[CH3:2].[Cl:26][C:27]1[CH:45]=[C:44]([Cl:46])[CH:43]=[CH:42][C:28]=1[C:29]([NH:31][C:32]1[CH:39]=[C:38]([CH3:40])[C:35]([CH:36]=O)=[C:34]([CH3:41])[CH:33]=1)=[O:30].C([SiH](CC)CC)C.FC(F)(F)C(O)=O, predict the reaction product. (4) Given the reactants [NH:1]1[CH2:9][CH2:8][CH2:7][CH:3]([C:4]([NH2:6])=[O:5])[CH2:2]1.[C:10](O[C:10]([O:12][C:13]([CH3:16])([CH3:15])[CH3:14])=[O:11])([O:12][C:13]([CH3:16])([CH3:15])[CH3:14])=[O:11], predict the reaction product. The product is: [C:13]([O:12][C:10]([N:1]1[CH2:9][CH2:8][CH2:7][C@@H:3]([C:4]([NH2:6])=[O:5])[CH2:2]1)=[O:11])([CH3:16])([CH3:15])[CH3:14]. (5) Given the reactants [C:1]([NH:8][C@H:9]([C:13]([OH:15])=[O:14])[CH:10]([CH3:12])[CH3:11])([O:3][C:4]([CH3:7])([CH3:6])[CH3:5])=[O:2].C([O-])([O-])=O.[Cs+].[Cs+].[Cl:22][CH2:23]I.[Sn], predict the reaction product. The product is: [C:4]([O:3][C:1]([NH:8][C@@H:9]([CH:10]([CH3:11])[CH3:12])[C:13]([O:15][CH2:23][Cl:22])=[O:14])=[O:2])([CH3:5])([CH3:7])[CH3:6]. (6) Given the reactants [N:1]1[CH:6]=[CH:5][CH:4]=[N:3][C:2]=1[C@@H:7]([NH:10][S@](C(C)(C)C)=O)[CH2:8][CH3:9].[ClH:17].O, predict the reaction product. The product is: [ClH:17].[N:1]1[CH:6]=[CH:5][CH:4]=[N:3][C:2]=1[C@@H:7]([NH2:10])[CH2:8][CH3:9]. (7) Given the reactants [NH2:1][C:2]1[N:7]=[C:6]([N:8]2[CH2:32][CH2:31][C:11]3([CH2:15][N:14]([C:16]([O:18][CH2:19][C:20]4[CH:25]=[CH:24][CH:23]=[CH:22][CH:21]=4)=[O:17])[C@H:13]([C:26]([O:28][CH2:29][CH3:30])=[O:27])[CH2:12]3)[CH2:10][CH2:9]2)[CH:5]=[C:4]([O:33][C@H:34]([C:39]2[CH:44]=[CH:43][C:42]([Cl:45])=[CH:41][C:40]=2Br)[C:35]([F:38])([F:37])[F:36])[N:3]=1.O1CCOCC1.[C:53]1(B(O)O)[CH:58]=[CH:57][CH:56]=[CH:55][CH:54]=1, predict the reaction product. The product is: [NH2:1][C:2]1[N:7]=[C:6]([N:8]2[CH2:32][CH2:31][C:11]3([CH2:15][N:14]([C:16]([O:18][CH2:19][C:20]4[CH:25]=[CH:24][CH:23]=[CH:22][CH:21]=4)=[O:17])[C@H:13]([C:26]([O:28][CH2:29][CH3:30])=[O:27])[CH2:12]3)[CH2:10][CH2:9]2)[CH:5]=[C:4]([O:33][C@H:34]([C:39]2[CH:44]=[CH:43][C:42]([Cl:45])=[CH:41][C:40]=2[C:53]2[CH:58]=[CH:57][CH:56]=[CH:55][CH:54]=2)[C:35]([F:38])([F:37])[F:36])[N:3]=1. (8) Given the reactants C(NC(C)C)(C)C.C([Li])CCC.[CH3:13][O:14][C:15](=[O:27])[CH2:16][C:17]1[CH:22]=[CH:21][C:20]([S:23]([CH3:26])(=[O:25])=[O:24])=[CH:19][CH:18]=1.I[CH2:29][CH:30]1[CH2:34][CH2:33][CH2:32][CH2:31]1, predict the reaction product. The product is: [CH3:13][O:14][C:15](=[O:27])[CH:16]([C:17]1[CH:18]=[CH:19][C:20]([S:23]([CH3:26])(=[O:24])=[O:25])=[CH:21][CH:22]=1)[CH2:29][CH:30]1[CH2:34][CH2:33][CH2:32][CH2:31]1. (9) The product is: [I:1][C:2]1[CH:7]=[CH:6][C:5]([NH:8][C:9]2[C:14]([C:15]([O:17][CH2:21][CH3:22])=[O:16])=[CH:13][N:12]3[C:29]([CH3:30])=[N:19][N:18]=[C:11]3[CH:10]=2)=[C:4]([CH3:20])[CH:3]=1. Given the reactants [I:1][C:2]1[CH:7]=[CH:6][C:5]([NH:8][C:9]2[C:14]([C:15]([O-:17])=[O:16])=[CH:13][N:12]=[C:11]([NH:18][NH2:19])[CH:10]=2)=[C:4]([CH3:20])[CH:3]=1.[C:21](OC(=O)C)(=O)[CH3:22].N1C=CC=[CH:30][CH:29]=1, predict the reaction product.